Dataset: NCI-60 drug combinations with 297,098 pairs across 59 cell lines. Task: Regression. Given two drug SMILES strings and cell line genomic features, predict the synergy score measuring deviation from expected non-interaction effect. (1) Synergy scores: CSS=28.4, Synergy_ZIP=-4.69, Synergy_Bliss=-1.47, Synergy_Loewe=0.486, Synergy_HSA=0.740. Drug 1: CNC(=O)C1=CC=CC=C1SC2=CC3=C(C=C2)C(=NN3)C=CC4=CC=CC=N4. Cell line: KM12. Drug 2: C1=C(C(=O)NC(=O)N1)N(CCCl)CCCl. (2) Drug 1: CC1=CC2C(CCC3(C2CCC3(C(=O)C)OC(=O)C)C)C4(C1=CC(=O)CC4)C. Drug 2: CC1CCC2CC(C(=CC=CC=CC(CC(C(=O)C(C(C(=CC(C(=O)CC(OC(=O)C3CCCCN3C(=O)C(=O)C1(O2)O)C(C)CC4CCC(C(C4)OC)OCCO)C)C)O)OC)C)C)C)OC. Cell line: BT-549. Synergy scores: CSS=29.4, Synergy_ZIP=2.34, Synergy_Bliss=2.70, Synergy_Loewe=-14.9, Synergy_HSA=0.953. (3) Drug 1: CCCS(=O)(=O)NC1=C(C(=C(C=C1)F)C(=O)C2=CNC3=C2C=C(C=N3)C4=CC=C(C=C4)Cl)F. Drug 2: C1=CC(=CC=C1C#N)C(C2=CC=C(C=C2)C#N)N3C=NC=N3. Cell line: SR. Synergy scores: CSS=24.0, Synergy_ZIP=-2.64, Synergy_Bliss=5.07, Synergy_Loewe=5.05, Synergy_HSA=5.09.